Dataset: Full USPTO retrosynthesis dataset with 1.9M reactions from patents (1976-2016). Task: Predict the reactants needed to synthesize the given product. (1) Given the product [CH3:1][N:2]([CH3:28])[S:3](=[O:27])(=[O:26])[O:4][C:5]1[CH:10]=[CH:9][CH:8]=[C:7]([C:11]2([C:19]3[CH:24]=[CH:23][CH:22]=[C:21]([Br:25])[CH:20]=3)[C:15](=[O:16])[N:14]([CH3:17])[C:13]([NH2:29])=[N:12]2)[CH:6]=1, predict the reactants needed to synthesize it. The reactants are: [CH3:1][N:2]([CH3:28])[S:3](=[O:27])(=[O:26])[O:4][C:5]1[CH:10]=[CH:9][CH:8]=[C:7]([C:11]2([C:19]3[CH:24]=[CH:23][CH:22]=[C:21]([Br:25])[CH:20]=3)[C:15](=[O:16])[N:14]([CH3:17])[C:13](=S)[NH:12]2)[CH:6]=1.[NH3:29].C(OO)(C)(C)C. (2) Given the product [C:22]([C:20]1[O:19][N:18]=[C:17]([NH:16][C:15]([N:11]2[CH2:12][CH2:13][CH2:14][NH:8][CH2:9][CH2:10]2)=[O:26])[CH:21]=1)([CH3:25])([CH3:23])[CH3:24], predict the reactants needed to synthesize it. The reactants are: C(OC([N:8]1[CH2:14][CH2:13][CH2:12][N:11]([C:15](=[O:26])[NH:16][C:17]2[CH:21]=[C:20]([C:22]([CH3:25])([CH3:24])[CH3:23])[O:19][N:18]=2)[CH2:10][CH2:9]1)=O)(C)(C)C.Cl. (3) Given the product [CH2:41]([C@H:20]([NH:19][C:17](=[O:18])[C@@H:16]([N:13]1[CH2:14][CH2:15][N:11]([CH2:10][C:8]2[CH:7]=[CH:6][CH:5]=[C:4]([CH:1]([OH:3])[CH3:2])[N:9]=2)[C:12]1=[O:52])[C:48]([CH3:50])([CH3:51])[CH3:49])[C@H:21]([OH:40])[CH2:22][N:23]([S:28]([C:31]1[CH:32]=[CH:33][C:34](/[CH:37]=[N:38]/[OH:39])=[CH:35][CH:36]=1)(=[O:30])=[O:29])[CH2:24][CH:25]([CH3:27])[CH3:26])[C:42]1[CH:43]=[CH:44][CH:45]=[CH:46][CH:47]=1, predict the reactants needed to synthesize it. The reactants are: [C:1]([C:4]1[N:9]=[C:8]([CH2:10][N:11]2[CH2:15][CH2:14][N:13]([C@@H:16]([C:48]([CH3:51])([CH3:50])[CH3:49])[C:17]([NH:19][C@@H:20]([CH2:41][C:42]3[CH:47]=[CH:46][CH:45]=[CH:44][CH:43]=3)[C@H:21]([OH:40])[CH2:22][N:23]([S:28]([C:31]3[CH:36]=[CH:35][C:34](/[CH:37]=[N:38]/[OH:39])=[CH:33][CH:32]=3)(=[O:30])=[O:29])[CH2:24][CH:25]([CH3:27])[CH3:26])=[O:18])[C:12]2=[O:52])[CH:7]=[CH:6][CH:5]=1)(=[O:3])[CH3:2].[BH4-].[Na+]. (4) Given the product [Cl:1][C:2]1[CH:3]=[CH:4][C:5]([O:21][CH2:22][C:23]2[CH:24]=[CH:25][CH:26]=[CH:27][CH:28]=2)=[C:6]([CH2:8][C:9]2[S:10][CH:11]=[C:12]([C:14](/[N:16]=[C:17](/[N:18]([CH3:20])[CH3:19])\[CH3:29])=[O:15])[N:13]=2)[CH:7]=1, predict the reactants needed to synthesize it. The reactants are: [Cl:1][C:2]1[CH:3]=[CH:4][C:5]([O:21][CH2:22][C:23]2[CH:28]=[CH:27][CH:26]=[CH:25][CH:24]=2)=[C:6]([CH2:8][C:9]2[S:10][CH:11]=[C:12]([C:14](/[N:16]=[CH:17]/[N:18]([CH3:20])[CH3:19])=[O:15])[N:13]=2)[CH:7]=1.[CH3:29]OC(OC)(N(C)C)C.